From a dataset of Forward reaction prediction with 1.9M reactions from USPTO patents (1976-2016). Predict the product of the given reaction. (1) Given the reactants [Cl:1][C:2]1[CH:9]=[CH:8][C:5]([CH:6]=O)=[C:4]([F:10])[CH:3]=1.[OH-].[Na+].ClCCl.[CH3:16][C:17]([CH3:19])=[O:18], predict the reaction product. The product is: [Cl:1][C:2]1[CH:9]=[CH:8][C:5](/[CH:6]=[CH:16]/[C:17](=[O:18])[CH3:19])=[C:4]([F:10])[CH:3]=1. (2) Given the reactants [CH3:1][N:2]([CH3:11])[C:3]1[CH:10]=[CH:9][C:6]([CH:7]=O)=[CH:5][CH:4]=1.[CH2:12]([O:14][C:15]1[CH:21]=[CH:20][C:18]([NH2:19])=[CH:17][CH:16]=1)[CH3:13], predict the reaction product. The product is: [CH3:1][N:2]([CH3:11])[C:3]1[CH:10]=[CH:9][C:6]([CH2:7][NH:19][C:18]2[CH:20]=[CH:21][C:15]([O:14][CH2:12][CH3:13])=[CH:16][CH:17]=2)=[CH:5][CH:4]=1. (3) Given the reactants [F:1][C:2]1[CH:11]=[C:10]([N+:12]([O-])=O)[CH:9]=[CH:8][C:3]=1[C:4]([O:6][CH3:7])=[O:5].[H][H], predict the reaction product. The product is: [NH2:12][C:10]1[CH:9]=[CH:8][C:3]([C:4]([O:6][CH3:7])=[O:5])=[C:2]([F:1])[CH:11]=1.